Dataset: Peptide-MHC class I binding affinity with 185,985 pairs from IEDB/IMGT. Task: Regression. Given a peptide amino acid sequence and an MHC pseudo amino acid sequence, predict their binding affinity value. This is MHC class I binding data. (1) The peptide sequence is YSQESPQSY. The binding affinity (normalized) is 0.377. The MHC is HLA-B46:01 with pseudo-sequence HLA-B46:01. (2) The peptide sequence is HTAEAGGRAY. The MHC is HLA-A30:02 with pseudo-sequence HLA-A30:02. The binding affinity (normalized) is 0.702.